This data is from Full USPTO retrosynthesis dataset with 1.9M reactions from patents (1976-2016). The task is: Predict the reactants needed to synthesize the given product. Given the product [Cl:21][C:22]1[CH:27]=[CH:26][C:25]([C:2]2[C:11]3[C:6](=[CH:7][C:8]([S:12]([NH:15][C:16]4[S:17][CH:18]=[N:19][N:20]=4)(=[O:14])=[O:13])=[CH:9][CH:10]=3)[N:5]=[CH:4][CH:3]=2)=[C:24]([O:31][CH3:32])[CH:23]=1, predict the reactants needed to synthesize it. The reactants are: Cl[C:2]1[C:11]2[C:6](=[CH:7][C:8]([S:12]([NH:15][C:16]3[S:17][CH:18]=[N:19][N:20]=3)(=[O:14])=[O:13])=[CH:9][CH:10]=2)[N:5]=[CH:4][CH:3]=1.[Cl:21][C:22]1[CH:27]=[CH:26][C:25](B(O)O)=[C:24]([O:31][CH3:32])[CH:23]=1.C(=O)([O-])[O-].[K+].[K+].